This data is from Full USPTO retrosynthesis dataset with 1.9M reactions from patents (1976-2016). The task is: Predict the reactants needed to synthesize the given product. (1) Given the product [C:24]([S:25][CH2:22]/[CH:21]=[C:17]1/[C:18]2[C:9]([O:10][CH:11]3[CH:16]/1[CH2:15][CH2:14][CH2:13][CH2:12]3)=[CH:8][CH:7]=[C:6]([Br:5])[CH:19]=2)(=[NH:23])[NH2:26], predict the reactants needed to synthesize it. The reactants are: S(Cl)(Cl)=O.[Br:5][C:6]1[CH:19]=[C:18]2[C:9]([O:10][C@@H:11]3[C@@H:16]([C:17]2([CH:21]=[CH2:22])O)[CH2:15][CH2:14][CH2:13][CH2:12]3)=[CH:8][CH:7]=1.[NH2:23][C:24]([NH2:26])=[S:25]. (2) Given the product [C:23]1([CH2:29][CH2:30][C:31]([N:1]2[CH2:2][CH:3]=[C:4]([C:7]3[C:15]4[C:10](=[N:11][CH:12]=[CH:13][CH:14]=4)[NH:9][CH:8]=3)[CH2:5][CH2:6]2)=[O:32])[CH:28]=[CH:27][CH:26]=[CH:25][CH:24]=1, predict the reactants needed to synthesize it. The reactants are: [NH:1]1[CH2:6][CH:5]=[C:4]([C:7]2[C:15]3[C:10](=[N:11][CH:12]=[CH:13][CH:14]=3)[NH:9][CH:8]=2)[CH2:3][CH2:2]1.C(N(CC)CC)C.[C:23]1([CH2:29][CH2:30][C:31](Cl)=[O:32])[CH:28]=[CH:27][CH:26]=[CH:25][CH:24]=1. (3) The reactants are: [CH2:1]([C:3]1[C:8](=[O:9])[NH:7][C:6]([CH3:10])=[C:5]([C:11]2[CH:12]=[N:13][CH:14]=[C:15]([C:17]([OH:19])=O)[CH:16]=2)[CH:4]=1)[CH3:2].[O:20]=[C:21]1[N:25]([CH2:26][CH2:27][NH2:28])[C:24](=[O:29])[CH2:23][S:22]1. Given the product [O:20]=[C:21]1[N:25]([CH2:26][CH2:27][NH:28][C:17]([C:15]2[CH:16]=[C:11]([C:5]3[CH:4]=[C:3]([CH2:1][CH3:2])[C:8](=[O:9])[NH:7][C:6]=3[CH3:10])[CH:12]=[N:13][CH:14]=2)=[O:19])[C:24](=[O:29])[CH2:23][S:22]1, predict the reactants needed to synthesize it. (4) Given the product [N+:4]([C:5]1[CH:14]=[C:13]2[C:9]([CH2:10][CH2:11][CH2:12]2)=[CH:8][C:6]=1[NH:7][C:35](=[O:34])[CH3:36])([O-:15])=[O:16], predict the reactants needed to synthesize it. The reactants are: ClC1N=[N+:4]([O-:15])[C:5]2[CH:14]=[C:13]3[C:9]([CH2:10][CH2:11][CH2:12]3)=[CH:8][C:6]=2[N:7]=1.[O:16]1CCCN(CCN)CC1.CCN(CC)CC.C[O:34][CH2:35][CH2:36]OC. (5) The reactants are: [CH:1]1[C:10]2[C:5](=[CH:6][CH:7]=[CH:8][CH:9]=2)[C:4]([S:11](Cl)(=[O:13])=[O:12])=[CH:3][CH:2]=1.[N+:15]([C:18]1[CH:23]=[CH:22][CH:21]=[CH:20][CH:19]=1)([O-:17])=[O:16].[OH-].[Na+].[N:26]1C=CC=CC=1. Given the product [C:4]1([S:11]([NH:26][C:21]2[CH:22]=[CH:23][C:18]([N+:15]([O-:17])=[O:16])=[CH:19][CH:20]=2)(=[O:13])=[O:12])[C:5]2[C:10](=[CH:9][CH:8]=[CH:7][CH:6]=2)[CH:1]=[CH:2][CH:3]=1, predict the reactants needed to synthesize it. (6) The reactants are: [O:1]1[C:5]2[CH:6]=[CH:7][CH:8]=[CH:9][C:4]=2[CH:3]=[C:2]1[C:10]1[N:15]=[C:14]([C:16]2[NH:24][C:23]3[C:22]4([CH2:29][CH2:28][N:27](C(OC(C)(C)C)=O)[CH2:26][CH2:25]4)[CH2:21][N:20](CC4C=CC(OC)=CC=4)[C:19](=[O:46])[C:18]=3[CH:17]=2)[CH:13]=[CH:12][N:11]=1. Given the product [O:1]1[C:5]2[CH:6]=[CH:7][CH:8]=[CH:9][C:4]=2[CH:3]=[C:2]1[C:10]1[N:15]=[C:14]([C:16]2[NH:24][C:23]3[C:22]4([CH2:25][CH2:26][NH:27][CH2:28][CH2:29]4)[CH2:21][NH:20][C:19](=[O:46])[C:18]=3[CH:17]=2)[CH:13]=[CH:12][N:11]=1, predict the reactants needed to synthesize it. (7) The reactants are: [C:1]1([CH:7]=[CH:8][CH2:9][O:10][CH:11]2[CH2:16][CH2:15][N:14](C(OC(C)(C)C)=O)[CH2:13][CH2:12]2)[CH:6]=[CH:5][CH:4]=[CH:3][CH:2]=1.Cl.[OH-].[Na+]. Given the product [C:1]1([CH:7]=[CH:8][CH2:9][O:10][CH:11]2[CH2:16][CH2:15][NH:14][CH2:13][CH2:12]2)[CH:6]=[CH:5][CH:4]=[CH:3][CH:2]=1, predict the reactants needed to synthesize it. (8) Given the product [Cl:24][C:7]1[N:6]2[N:19]=[CH:20][N:21]=[C:5]2[N:4]=[C:3]([CH2:1][CH3:2])[C:8]=1[CH2:9][CH2:10][CH2:11][CH2:12][C:13]([F:17])=[C:14]([F:16])[F:15], predict the reactants needed to synthesize it. The reactants are: [CH2:1]([C:3]1[C:8]([CH2:9][CH2:10][CH2:11][CH2:12][C:13]([F:17])=[C:14]([F:16])[F:15])=[C:7](O)[N:6]2[N:19]=[CH:20][N:21]=[C:5]2[N:4]=1)[CH3:2].P(Cl)(Cl)([Cl:24])=O.